Dataset: Reaction yield outcomes from USPTO patents with 853,638 reactions. Task: Predict the reaction yield, written as a fraction of the theoretical maximum amount of product (1.0 means a 100% yield; for example, 0.34 means a 34% yield). (1) The reactants are [Mg].[Cl-].[Li+].[CH2:4]([N:11]1[CH2:15][CH:14](S(C2C=CC=CC=2)(=O)=O)[C:13]([C:29]2[CH:34]=[C:33]([Cl:35])[CH:32]=[C:31]([Cl:36])[CH:30]=2)([C:25]([F:28])([F:27])[F:26])[CH2:12]1)[C:5]1[CH:10]=[CH:9][CH:8]=[CH:7][CH:6]=1.[OH-:37].[Na+]. The catalyst is CO.O. The product is [CH2:4]([N:11]1[CH2:15][CH2:14][C:13]([C:29]2[CH:30]=[C:31]([Cl:36])[CH:32]=[C:33]([Cl:35])[CH:34]=2)([C:25]([F:28])([F:27])[F:26])[CH2:12]1)[C:5]1[CH:10]=[CH:9][CH:8]=[CH:7][CH:6]=1.[CH:5]([OH:37])([CH3:10])[CH3:4]. The yield is 0.590. (2) The reactants are [CH3:1][C:2]1[CH:11]=[CH:10][C:9]2[C:4](=[C:5]([NH2:12])[CH:6]=[CH:7][CH:8]=2)[N:3]=1.[C:13]1([S:19](Cl)(=[O:21])=[O:20])[CH:18]=[CH:17][CH:16]=[CH:15][CH:14]=1. The catalyst is CN(C1C=CN=CC=1)C. The product is [CH3:1][C:2]1[CH:11]=[CH:10][C:9]2[C:4](=[C:5]([NH:12][S:19]([C:13]3[CH:18]=[CH:17][CH:16]=[CH:15][CH:14]=3)(=[O:21])=[O:20])[CH:6]=[CH:7][CH:8]=2)[N:3]=1. The yield is 0.430. (3) The reactants are C(O)(=O)C.[C:5]([O:9][C:10]([N:12]1[CH2:19][CH:18]2[C:14]([C:31]3[S:32][CH:33]=[CH:34][CH:35]=3)([N:15]([C:20](=[S:30])[NH:21][C:22](=[O:29])[C:23]3[CH:28]=[CH:27][CH:26]=[CH:25][CH:24]=3)[O:16][CH2:17]2)[CH2:13]1)=[O:11])([CH3:8])([CH3:7])[CH3:6].C(=O)(O)[O-].[Na+]. The catalyst is [Zn].O. The product is [C:22]([NH:21][C:20]([NH:15][C:14]1([C:31]2[S:32][CH:33]=[CH:34][CH:35]=2)[CH:18]([CH2:17][OH:16])[CH2:19][N:12]([C:10]([O:9][C:5]([CH3:8])([CH3:7])[CH3:6])=[O:11])[CH2:13]1)=[S:30])(=[O:29])[C:23]1[CH:28]=[CH:27][CH:26]=[CH:25][CH:24]=1. The yield is 0.320. (4) The reactants are B(F)(F)F.CCOCC.[Cl:10][C:11]1[CH:12]=[C:13]2[C:19](N)=[N:18][NH:17][C:14]2=[N:15][N:16]=1.N(OCCC(C)C)=O.[I-:29].[Na+]. The catalyst is C1COCC1.C(OCC)C.CC(C)=O. The product is [Cl:10][C:11]1[CH:12]=[C:13]2[C:19]([I:29])=[N:18][NH:17][C:14]2=[N:15][N:16]=1. The yield is 0.460. (5) The reactants are [CH2:1]([O:8][C:9]([NH:11][C:12]1[CH:17]=[CH:16][C:15](B(O)O)=[CH:14][CH:13]=1)=[O:10])[C:2]1[CH:7]=[CH:6][CH:5]=[CH:4][CH:3]=1.[Li+].[Cl-].C([O-])([O-])=O.[Na+].[Na+].[C:29]([Si:33]([CH3:50])([CH3:49])[O:34][CH:35]1[CH2:40][CH2:39][C:38](OS(C(F)(F)F)(=O)=O)=[CH:37][CH2:36]1)([CH3:32])([CH3:31])[CH3:30]. The catalyst is C1(C)C=CC=CC=1.CCOC(C)=O.O.C1C=CC([P]([Pd]([P](C2C=CC=CC=2)(C2C=CC=CC=2)C2C=CC=CC=2)([P](C2C=CC=CC=2)(C2C=CC=CC=2)C2C=CC=CC=2)[P](C2C=CC=CC=2)(C2C=CC=CC=2)C2C=CC=CC=2)(C2C=CC=CC=2)C2C=CC=CC=2)=CC=1.CCO. The product is [CH2:1]([O:8][C:9](=[O:10])[NH:11][C:12]1[CH:17]=[CH:16][C:15]([C:38]2[CH2:39][CH2:40][CH:35]([O:34][Si:33]([C:29]([CH3:32])([CH3:31])[CH3:30])([CH3:49])[CH3:50])[CH2:36][CH:37]=2)=[CH:14][CH:13]=1)[C:2]1[CH:7]=[CH:6][CH:5]=[CH:4][CH:3]=1. The yield is 0.980. (6) The reactants are [NH:1]1[CH2:6][CH2:5][CH:4]([O:7][C:8]2[S:9][C:10]3[CH:16]=[C:15]([CH:17]4[CH2:22][CH2:21][N:20]([C:23]([O:25][C:26]([CH3:29])([CH3:28])[CH3:27])=[O:24])[CH2:19][CH2:18]4)[CH:14]=[CH:13][C:11]=3[N:12]=2)[CH2:3][CH2:2]1.[Cl:30][C:31]1[CH:32]=[N:33][C:34](I)=[N:35][CH:36]=1.C(=O)([O-])[O-].[K+].[K+]. The catalyst is CN(C=O)C.O. The product is [Cl:30][C:31]1[CH:32]=[N:33][C:34]([N:1]2[CH2:6][CH2:5][CH:4]([O:7][C:8]3[S:9][C:10]4[CH:16]=[C:15]([CH:17]5[CH2:22][CH2:21][N:20]([C:23]([O:25][C:26]([CH3:29])([CH3:28])[CH3:27])=[O:24])[CH2:19][CH2:18]5)[CH:14]=[CH:13][C:11]=4[N:12]=3)[CH2:3][CH2:2]2)=[N:35][CH:36]=1. The yield is 0.310. (7) The reactants are [CH3:1][NH:2][CH3:3].C(N(CC)CC)C.Cl.[F:12][C:13]([F:47])([F:46])[C:14]1[CH:19]=[C:18]([C:20]2[CH:25]=[CH:24][C:23]([C:26]([F:29])([F:28])[F:27])=[CH:22][CH:21]=2)[N:17]=[C:16]([C:30]2[CH:35]=[CH:34][N:33]=[C:32]([C:36]3[CH:37]=[C:38]([S:42](Cl)(=[O:44])=[O:43])[CH:39]=[CH:40][CH:41]=3)[CH:31]=2)[N:15]=1. The catalyst is C1COCC1. The product is [CH3:1][N:2]([CH3:3])[S:42]([C:38]1[CH:39]=[CH:40][CH:41]=[C:36]([C:32]2[CH:31]=[C:30]([C:16]3[N:15]=[C:14]([C:13]([F:12])([F:46])[F:47])[CH:19]=[C:18]([C:20]4[CH:25]=[CH:24][C:23]([C:26]([F:29])([F:27])[F:28])=[CH:22][CH:21]=4)[N:17]=3)[CH:35]=[CH:34][N:33]=2)[CH:37]=1)(=[O:43])=[O:44]. The yield is 0.970.